Dataset: Forward reaction prediction with 1.9M reactions from USPTO patents (1976-2016). Task: Predict the product of the given reaction. (1) Given the reactants C([O:3][C:4](=[O:36])[C:5]([O:8][C:9]1[CH:14]=[CH:13][C:12]([C:15]2[CH:20]=[C:19]([Cl:21])[C:18]([CH2:22][CH:23]3[CH2:27][CH2:26][N:25]([CH:28]4[CH2:33][CH2:32][CH2:31][CH2:30][CH2:29]4)[C:24]3=[O:34])=[C:17]([Cl:35])[CH:16]=2)=[CH:11][CH:10]=1)([CH3:7])[CH3:6])C.[OH-].[Na+], predict the reaction product. The product is: [Cl:35][C:17]1[CH:16]=[C:15]([C:12]2[CH:13]=[CH:14][C:9]([O:8][C:5]([CH3:7])([CH3:6])[C:4]([OH:36])=[O:3])=[CH:10][CH:11]=2)[CH:20]=[C:19]([Cl:21])[C:18]=1[CH2:22][CH:23]1[CH2:27][CH2:26][N:25]([CH:28]2[CH2:29][CH2:30][CH2:31][CH2:32][CH2:33]2)[C:24]1=[O:34]. (2) Given the reactants [O:1]1[CH2:6][CH2:5][N:4]([C:7]2[C:16]3[C:11](=[CH:12][CH:13]=[CH:14][CH:15]=3)[C:10]([N:17]3[CH2:22][CH2:21][CH:20]([NH:23]C(=O)OC(C)(C)C)[CH2:19][CH2:18]3)=[N:9][N:8]=2)[CH2:3][CH2:2]1.FC(F)(F)C(O)=O, predict the reaction product. The product is: [O:1]1[CH2:2][CH2:3][N:4]([C:7]2[C:16]3[C:11](=[CH:12][CH:13]=[CH:14][CH:15]=3)[C:10]([N:17]3[CH2:18][CH2:19][CH:20]([NH2:23])[CH2:21][CH2:22]3)=[N:9][N:8]=2)[CH2:5][CH2:6]1. (3) Given the reactants [Br:1][C:2]1[C:6]([C:7]#[N:8])=[C:5]([Br:9])[S:4][C:3]=1[C:10]([O:12]CC)=[O:11].O1CCCC1.CO.[OH-].[Na+].O.Cl, predict the reaction product. The product is: [Br:1][C:2]1[C:6]([C:7]#[N:8])=[C:5]([Br:9])[S:4][C:3]=1[C:10]([OH:12])=[O:11]. (4) Given the reactants [NH2:1][CH2:2][C@H:3]1[C@H:9]([C:10]2[CH:15]=[CH:14][C:13]([Cl:16])=[C:12]([F:17])[CH:11]=2)[O:8][CH2:7][CH2:6][N:5](C(OC(C)(C)C)=O)[CH2:4]1.Cl[CH2:26][CH2:27][CH2:28][CH2:29][C:30](Cl)=[O:31], predict the reaction product. The product is: [ClH:16].[Cl:16][C:13]1[CH:14]=[CH:15][C:10]([C@@H:9]2[O:8][CH2:7][CH2:6][NH:5][CH2:4][C@H:3]2[CH2:2][N:1]2[CH2:26][CH2:27][CH2:28][CH2:29][C:30]2=[O:31])=[CH:11][C:12]=1[F:17]. (5) Given the reactants [CH2:1]([N:5]([S:19]([C:22]1[CH:27]=[CH:26][C:25]([CH3:28])=[CH:24][CH:23]=1)(=[O:21])=[O:20])[C@H:6]([C:16]([OH:18])=[O:17])[CH2:7][CH2:8][CH2:9][CH2:10][NH:11][C:12](=[O:15])[CH2:13]I)[CH:2]([CH3:4])[CH3:3].CCN(C(C)C)C(C)C.[NH2:38][CH2:39][CH2:40][N:41]1[CH2:46][CH2:45][O:44][CH2:43][CH2:42]1, predict the reaction product. The product is: [CH3:28][C:25]1[CH:26]=[CH:27][C:22]([S:19]([N:5]([C@H:6]([C:16]([OH:18])=[O:17])[CH2:7][CH2:8][CH2:9][CH2:10][NH:11][C:12]([CH2:13][NH:38][CH2:39][CH2:40][N:41]2[CH2:46][CH2:45][O:44][CH2:43][CH2:42]2)=[O:15])[CH2:1][CH:2]([CH3:4])[CH3:3])(=[O:21])=[O:20])=[CH:23][CH:24]=1. (6) Given the reactants [CH:1]1([NH:4][CH2:5][C:6]2[CH:11]=[CH:10][C:9]([C:12]#[C:13][Si:14]([CH3:17])([CH3:16])[CH3:15])=[CH:8][CH:7]=2)[CH2:3][CH2:2]1.CCN(CC)CC.[CH3:25][C:26]([O:29][C:30](O[C:30]([O:29][C:26]([CH3:28])([CH3:27])[CH3:25])=[O:31])=[O:31])([CH3:28])[CH3:27], predict the reaction product. The product is: [C:26]([O:29][C:30](=[O:31])[N:4]([CH:1]1[CH2:2][CH2:3]1)[CH2:5][C:6]1[CH:7]=[CH:8][C:9]([C:12]#[C:13][Si:14]([CH3:16])([CH3:15])[CH3:17])=[CH:10][CH:11]=1)([CH3:28])([CH3:27])[CH3:25]. (7) Given the reactants [CH3:1][P:2]([O:6][CH3:7])([O:4][CH3:5])=[O:3].[Li]CCCC.[CH:13]1([C:19](OCC)=[O:20])[CH2:18][CH2:17][CH2:16][CH2:15][CH2:14]1, predict the reaction product. The product is: [CH:13]1([C:19](=[O:20])[CH2:1][P:2](=[O:3])([O:6][CH3:7])[O:4][CH3:5])[CH2:18][CH2:17][CH2:16][CH2:15][CH2:14]1. (8) Given the reactants O1CCCC1.[C:6]1([C:20](OC)=[O:21])[CH:11]=[C:10]([C:12]([O:14][CH3:15])=[O:13])[CH:9]=[C:8]([C:16](OC)=[O:17])[CH:7]=1.[H-].[Al+3].[Li+].[H-].[H-].[H-].[OH-].[Na+], predict the reaction product. The product is: [OH:17][CH2:16][C:8]1[CH:9]=[C:10]([CH:11]=[C:6]([CH2:20][OH:21])[CH:7]=1)[C:12]([O:14][CH3:15])=[O:13].